Dataset: Reaction yield outcomes from USPTO patents with 853,638 reactions. Task: Predict the reaction yield, written as a fraction of the theoretical maximum amount of product (1.0 means a 100% yield; for example, 0.34 means a 34% yield). (1) The reactants are [CH3:1][C:2]([CH3:18])([CH3:17])[CH2:3][O:4][C:5](=[O:16])[C:6]1[CH:11]=[CH:10][C:9]([C:12]([F:15])([F:14])[F:13])=[CH:8][CH:7]=1.C([O:22][B:23](OC(C)C)[O:24]C(C)C)(C)C.C([N-]C(C)C)(C)C.[Li+]. The catalyst is O1CCCC1.O1CCCC1.CCCCCCC. The product is [CH3:1][C:2]([CH3:18])([CH3:17])[CH2:3][O:4][C:5]([C:6]1[CH:11]=[CH:10][C:9]([C:12]([F:13])([F:14])[F:15])=[CH:8][C:7]=1[B:23]([OH:24])[OH:22])=[O:16]. The yield is 0.620. (2) The reactants are [Br:1][C:2]1[C:3](F)=[C:4]2[C:10]([NH:11][C:12]([C:14]3[CH:19]=[CH:18][C:17](=[O:20])[N:16]([CH3:21])[CH:15]=3)=[O:13])=[CH:9][NH:8][C:5]2=[N:6][CH:7]=1.[NH:23]1[CH2:28][CH2:27][CH2:26][C@@H:25]([NH:29]C(=O)OC(C)(C)C)[CH2:24]1.C(O)(C(F)(F)F)=O.C(Cl)[Cl:45]. The catalyst is CCCCO. The product is [ClH:45].[NH2:29][C@@H:25]1[CH2:26][CH2:27][CH2:28][N:23]([C:3]2[C:2]([Br:1])=[CH:7][N:6]=[C:5]3[NH:8][CH:9]=[C:10]([NH:11][C:12]([C:14]4[CH:19]=[CH:18][C:17](=[O:20])[N:16]([CH3:21])[CH:15]=4)=[O:13])[C:4]=23)[CH2:24]1. The yield is 0.360.